This data is from Reaction yield outcomes from USPTO patents with 853,638 reactions. The task is: Predict the reaction yield, written as a fraction of the theoretical maximum amount of product (1.0 means a 100% yield; for example, 0.34 means a 34% yield). (1) The product is [O:23]([C:19]1[CH:18]=[C:17]([CH:22]=[CH:21][CH:20]=1)[CH2:16][N:1]1[CH:5]=[C:4]([C:6]2[C:7]([NH2:12])=[N:8][CH:9]=[CH:10][CH:11]=2)[CH:3]=[N:2]1)[C:24]1[CH:25]=[CH:26][CH:27]=[CH:28][CH:29]=1. The yield is 0.470. The reactants are [NH:1]1[CH:5]=[C:4]([C:6]2[C:7]([NH2:12])=[N:8][CH:9]=[CH:10][CH:11]=2)[CH:3]=[N:2]1.[H-].[Na+].Cl[CH2:16][C:17]1[CH:22]=[CH:21][CH:20]=[C:19]([O:23][C:24]2[CH:29]=[CH:28][CH:27]=[CH:26][CH:25]=2)[CH:18]=1. The catalyst is CN(C)C=O. (2) The reactants are [Br:1][C:2]1[CH:7]=[C:6]([CH:8]([CH3:10])[CH3:9])[N:5]=[C:4]([C:11]#N)[CH:3]=1.S(=O)(=O)(O)[OH:14].[CH2:18]([OH:20])[CH3:19]. No catalyst specified. The product is [CH2:18]([O:20][C:11]([C:4]1[CH:3]=[C:2]([Br:1])[CH:7]=[C:6]([CH:8]([CH3:10])[CH3:9])[N:5]=1)=[O:14])[CH3:19]. The yield is 0.600. (3) The reactants are [NH2:1][C:2]1[S:3][CH:4]=[CH:5][N:6]=1.Cl[CH:8]([CH2:12][CH:13]=O)[C:9](=[O:11])[CH3:10]. The catalyst is C(O)C. The product is [CH3:13][C:12]1[N:1]=[C:2]2[N:6]([C:8]=1[C:9](=[O:11])[CH3:10])[CH:5]=[CH:4][S:3]2. The yield is 0.117. (4) The reactants are [H-].[Al+3].[Li+].[H-].[H-].[H-].[F:7][C:8]1[CH:13]=[CH:12][C:11]([C@@H:14]2[CH2:19][C:18](=O)[NH:17][CH2:16][C@H:15]2[CH2:21]CC(O)=O)=[CH:10][CH:9]=1.[O:26]1CCCC1. No catalyst specified. The product is [F:7][C:8]1[CH:9]=[CH:10][C:11]([CH:14]2[CH2:19][CH2:18][NH:17][CH2:16][CH:15]2[CH2:21][OH:26])=[CH:12][CH:13]=1. The yield is 0.760. (5) The reactants are I[C:2]1[C:10]2[C:5](=[N:6][CH:7]=[C:8]([C:11]3[CH:16]=[CH:15][C:14]([S:17]([CH:20]([CH3:22])[CH3:21])(=[O:19])=[O:18])=[CH:13][CH:12]=3)[N:9]=2)[N:4](S(C2C=CC(C)=CC=2)(=O)=O)[CH:3]=1.[CH2:33]([NH2:40])[C:34]1[CH:39]=[CH:38][CH:37]=[CH:36][CH:35]=1.C1(P(C2C=CC=CC=2)C2C=CC=C3[C:49]=2[O:50]C2C(P(C4C=CC=CC=4)C4C=CC=CC=4)=CC=CC=2C3(C)C)C=CC=CC=1.C(=O)([O-])[O-].[Na+].[Na+]. The catalyst is C([O-])(=O)C.C([O-])(=O)C.[Pd+2].O1CCOCC1. The product is [CH2:33]([NH:40][C:49]([C:2]1[C:10]2[C:5](=[N:6][CH:7]=[C:8]([C:11]3[CH:12]=[CH:13][C:14]([S:17]([CH:20]([CH3:21])[CH3:22])(=[O:19])=[O:18])=[CH:15][CH:16]=3)[N:9]=2)[NH:4][CH:3]=1)=[O:50])[C:34]1[CH:39]=[CH:38][CH:37]=[CH:36][CH:35]=1. The yield is 0.150. (6) The reactants are [OH:1][C:2]1[CH:3]=[C:4]([CH:8]=[CH:9][C:10]=1[CH3:11])[C:5]([OH:7])=[O:6].S(=O)(=O)(O)O.[CH3:17]O. No catalyst specified. The product is [OH:1][C:2]1[CH:3]=[C:4]([CH:8]=[CH:9][C:10]=1[CH3:11])[C:5]([O:7][CH3:17])=[O:6]. The yield is 0.940. (7) The product is [OH:8][N:9]1[C:15](=[O:16])[N:14]2[CH2:17][C@H:10]1[CH2:11][CH2:12][C@H:13]2[C:18]([NH:20][O:21][CH2:22][CH:23]1[CH2:28][CH2:27][CH2:26][N:25]([C:29]([O:31][C:32]([CH3:35])([CH3:34])[CH3:33])=[O:30])[CH2:24]1)=[O:19]. The catalyst is CO.[Pd]. The reactants are C([O:8][N:9]1[C:15](=[O:16])[N:14]2[CH2:17][C@H:10]1[CH2:11][CH2:12][C@H:13]2[C:18]([NH:20][O:21][CH2:22][CH:23]1[CH2:28][CH2:27][CH2:26][N:25]([C:29]([O:31][C:32]([CH3:35])([CH3:34])[CH3:33])=[O:30])[CH2:24]1)=[O:19])C1C=CC=CC=1. The yield is 1.00. (8) The reactants are [CH3:1][N:2]([C:11]1[CH:12]=[CH:13][CH:14]=[C:15]2[C:19]=1[NH:18][C:17]([C:20]1[S:21][C:22]3([CH2:29][CH2:28][NH:27][CH2:26][CH2:25]3)[CH2:23][N:24]=1)=[CH:16]2)[S:3]([C:6]1[S:7][CH:8]=[CH:9][CH:10]=1)(=[O:5])=[O:4].[CH:30](=O)[CH3:31].C(O[BH-](OC(=O)C)OC(=O)C)(=O)C.[Na+].O. The catalyst is O1CCCC1. The product is [CH2:30]([N:27]1[CH2:28][CH2:29][C:22]2([S:21][C:20]([C:17]3[NH:18][C:19]4[C:15]([CH:16]=3)=[CH:14][CH:13]=[CH:12][C:11]=4[N:2]([CH3:1])[S:3]([C:6]3[S:7][CH:8]=[CH:9][CH:10]=3)(=[O:4])=[O:5])=[N:24][CH2:23]2)[CH2:25][CH2:26]1)[CH3:31]. The yield is 0.800.